This data is from Experimentally validated miRNA-target interactions with 360,000+ pairs, plus equal number of negative samples. The task is: Binary Classification. Given a miRNA mature sequence and a target amino acid sequence, predict their likelihood of interaction. The miRNA is hsa-miR-665 with sequence ACCAGGAGGCUGAGGCCCCU. The protein sequence of the target gene is MAFVKSGWLLRQSTILKRWKKNWFDLWSDGHLIYYDDQTRQNIEDKVHMPMDCINIRTGQECRDTQPPDGKSKDCMLQIVCRDGKTISLCAESTDDCLAWKFTLQDSRTNTAYVGSAVMTDETSVVSSPPPYTAYAAPAPEQAYGYGPYGGAYPPGTQVVYAANGQAYAVPYQYPYAGLYGQQPANQVIIRERYRDNDSDLALGMLAGAATGMALGSLFWVF. Result: 1 (interaction).